Task: Regression/Classification. Given a drug SMILES string, predict its toxicity properties. Task type varies by dataset: regression for continuous values (e.g., LD50, hERG inhibition percentage) or binary classification for toxic/non-toxic outcomes (e.g., AMES mutagenicity, cardiotoxicity, hepatotoxicity). Dataset: ames.. Dataset: Ames mutagenicity test results for genotoxicity prediction The molecule is C/C=C/c1ccc(OC)cc1OC. The result is 0 (non-mutagenic).